Task: Predict the reactants needed to synthesize the given product.. Dataset: Full USPTO retrosynthesis dataset with 1.9M reactions from patents (1976-2016) (1) Given the product [C:49]([C:46]1[CH:47]=[CH:48][C:43]2[N:44]([C:40]([C:37]3[CH:36]=[CH:35][C:34]4[C:39](=[C:30]([O:9][C@H:8]5[C@H:2]([F:1])[CH2:3][CH2:4][N:5]([C:22]([O:24][C:25]([CH3:26])([CH3:27])[CH3:28])=[O:23])[CH2:6][CH2:7]5)[CH:31]=[CH:32][CH:33]=4)[N:38]=3)=[N:41][N:42]=2)[CH:45]=1)#[N:50], predict the reactants needed to synthesize it. The reactants are: [F:1][C@H:2]1[C@@H:8]([O:9]S(C2C=CC([N+]([O-])=O)=CC=2)(=O)=O)[CH2:7][CH2:6][N:5]([C:22]([O:24][C:25]([CH3:28])([CH3:27])[CH3:26])=[O:23])[CH2:4][CH2:3]1.O[C:30]1[CH:31]=[CH:32][CH:33]=[C:34]2[C:39]=1[N:38]=[C:37]([C:40]1[N:44]3[CH:45]=[C:46]([C:49]#[N:50])[CH:47]=[CH:48][C:43]3=[N:42][N:41]=1)[CH:36]=[CH:35]2. (2) Given the product [CH:1]1([C:7]2[N:11]3[C:12]4[C:17]([NH:18][C:19](=[O:20])[C:10]3=[CH:9][N:8]=2)=[CH:16][CH:15]=[C:14]([C:21]([N:26]([CH3:25])[O:27][CH3:28])=[O:22])[CH:13]=4)[CH2:2][CH2:3][CH2:4][CH2:5][CH2:6]1, predict the reactants needed to synthesize it. The reactants are: [CH:1]1([C:7]2[N:11]3[C:12]4[C:17]([NH:18][C:19](=[O:20])[C:10]3=[CH:9][N:8]=2)=[CH:16][CH:15]=[C:14]([C:21](O)=[O:22])[CH:13]=4)[CH2:6][CH2:5][CH2:4][CH2:3][CH2:2]1.Cl.[CH3:25][NH:26][O:27][CH3:28].Cl.CN(C)CCCN=C=NCC.O.ON1C2C=CC=CC=2N=N1.C(N(CC)C(C)C)(C)C. (3) Given the product [C:35]([O:8][C:7]([N:4]1[CH2:5][CH2:6][C@H:2]([NH:1][C:11]2[CH:16]=[CH:15][C:14]([F:17])=[C:13]([Cl:18])[CH:12]=2)[CH2:3]1)=[O:9])([CH3:40])([CH3:36])[CH3:34], predict the reactants needed to synthesize it. The reactants are: [NH2:1][C@H:2]1[CH2:6][CH2:5][N:4]([C:7]([OH:9])=[O:8])[CH2:3]1.Br[C:11]1[CH:16]=[CH:15][C:14]([F:17])=[C:13]([Cl:18])[CH:12]=1.C1C=CC(P(C2C([C:34]3C(P(C4C=CC=CC=4)C4C=CC=CC=4)=CC=[C:40]4[C:35]=3[CH:36]=CC=C4)=[C:40]3[C:35]([CH:36]=CC=C3)=[CH:34]C=2)C2C=CC=CC=2)=CC=1.CC(C)([O-])C.[Na+].